This data is from Ames mutagenicity test results for genotoxicity prediction. The task is: Regression/Classification. Given a drug SMILES string, predict its toxicity properties. Task type varies by dataset: regression for continuous values (e.g., LD50, hERG inhibition percentage) or binary classification for toxic/non-toxic outcomes (e.g., AMES mutagenicity, cardiotoxicity, hepatotoxicity). Dataset: ames. The molecule is COc1cccc2c1C(=O)c1c(O)c3c(c(O)c1C2=O)C[C@@](O)(/C(C)=N/NC(=O)c1ccccc1)C[C@@H]3O[C@H]1C[C@H](N)[C@H](O)[C@H](C)O1. The result is 1 (mutagenic).